This data is from Forward reaction prediction with 1.9M reactions from USPTO patents (1976-2016). The task is: Predict the product of the given reaction. (1) Given the reactants C([O:4][CH2:5][C:6](Cl)=[O:7])(=O)C.[CH2:9]([NH:27][CH2:28][CH2:29][CH2:30][CH2:31][CH2:32][CH2:33][CH2:34][CH2:35][CH2:36][CH2:37][CH2:38][CH2:39][CH2:40][CH2:41][CH2:42][CH2:43][CH2:44][CH3:45])[CH2:10][CH2:11][CH2:12][CH2:13][CH2:14][CH2:15][CH2:16][CH2:17][CH2:18][CH2:19][CH2:20][CH2:21][CH2:22][CH2:23][CH2:24][CH2:25][CH3:26].CCN(CC)CC.[OH-].[Na+], predict the reaction product. The product is: [OH:4][CH2:5][C:6]([N:27]([CH2:28][CH2:29][CH2:30][CH2:31][CH2:32][CH2:33][CH2:34][CH2:35][CH2:36][CH2:37][CH2:38][CH2:39][CH2:40][CH2:41][CH2:42][CH2:43][CH2:44][CH3:45])[CH2:9][CH2:10][CH2:11][CH2:12][CH2:13][CH2:14][CH2:15][CH2:16][CH2:17][CH2:18][CH2:19][CH2:20][CH2:21][CH2:22][CH2:23][CH2:24][CH2:25][CH3:26])=[O:7]. (2) Given the reactants [CH2:1]([P:9]([CH2:18][CH2:19][CH2:20][CH2:21][CH2:22][CH2:23][CH2:24][CH3:25])[CH2:10][CH2:11][CH2:12][CH2:13][CH2:14][CH2:15][CH2:16][CH3:17])[CH2:2][CH2:3][CH2:4][CH2:5][CH2:6][CH2:7][CH3:8].[I:26][CH3:27], predict the reaction product. The product is: [I-:26].[CH2:18]([P+:9]([CH2:1][CH2:2][CH2:3][CH2:4][CH2:5][CH2:6][CH2:7][CH3:8])([CH2:10][CH2:11][CH2:12][CH2:13][CH2:14][CH2:15][CH2:16][CH3:17])[CH3:27])[CH2:19][CH2:20][CH2:21][CH2:22][CH2:23][CH2:24][CH3:25].